Task: Binary Classification. Given a miRNA mature sequence and a target amino acid sequence, predict their likelihood of interaction.. Dataset: Experimentally validated miRNA-target interactions with 360,000+ pairs, plus equal number of negative samples (1) The miRNA is hsa-miR-7106-3p with sequence AGCUCCCUGAAUCCCUGUCCCAG. The protein sequence of the target gene is MSEQERETEEDEGVASDTAPMLPRRRPTDYHISVLAPILATRGLGTLVLSGRALVGFLLHLLLPGTVFLLVLLPAAAVVYLGFLCHSRVHPAPGPRCRALLSDRGSAALIVFGLLSLPPLVVLAAAARSLLVRRLRPALPDPARTPAPRRPPRSSGDLADGHPDEDKQLCAWV. Result: 0 (no interaction). (2) The protein sequence of the target gene is MHGRLKVKTSEEQAEAKRLEREQKLKLYQSATQAVFQKRQAGELDESVLELTSQILGANPDFATLWNCRREVLQQLETQKSPEELAALVKAELGFLESCLRVNPKSYGTWHHRCWLLGRLPEPNWTRELELCARFLEVDERNFHCWDYRRFVATQAAVPPAEELAFTDSLITRNFSNYSSWHYRSCLLPQLHPQPDSGPQGRLPEDVLLKELELVQNAFFTDPNDQSAWFYHRWLLGRADPQDALRCLHVSRDEACLTVSFSRPLLVGSRMEILLLMVDDSPLIVEWRTPDGRNRPSHVW.... The miRNA is cel-miR-253-5p with sequence CUUUUCACACACCUCACUAACA. Result: 0 (no interaction). (3) Result: 0 (no interaction). The miRNA is hsa-miR-6514-3p with sequence CUGCCUGUUCUUCCACUCCAG. The protein sequence of the target gene is MSRGGSYPHLLWDVRKRSLGLEDPSRLRSRYLGRREFIQRLKLEATLNVHDGCVNTICWNDTGEYILSGSDDTKLVISNPYSRKVLTTIRSGHRANIFSAKFLPCTNDKQIVSCSGDGVIFYTNVEQDAETNRQCQFTCHYGTTYEIMTVPNDPYTFLSCGEDGTVRWFDTRIKTSCTKEDCKDDILINCRRAATSVAICPPIPYYLAVGCSDSSVRIYDRRMLGTRATGNYAGRGTTGMVARFIPSHLNNKSCRVTSLCYSEDGQEILVSYSSDYIYLFDPKDDTARELKTPSAEERRE.... (4) The miRNA is hsa-miR-3688-5p with sequence AGUGGCAAAGUCUUUCCAUAU. The protein sequence of the target gene is MAPPVRPGMLPLLLLLLLPPLGSVPGVWSFSELFFMKEPQDATVTRKDPVVLDCQAHGEGPIKVTWLKNGAKLSENKRIQVLSNGSLYISEVEGRRGEQSDEGFYQCLAVNKYGAILSQKAHLTLSTISAFEVHPVSTEVHEGGVARFSCKISSTPPAVITWEFNRTALPTTMDRVTALPSGVLQIYDVGPEDAGNYRCVAATIAHKRKSMEASLTIVAANETRSFYMPTIIASPQNVTASLHQTVVLECMATGYPRPIISWSRLDHKSIDVFNTRVLGNGNLIISDVKLQHAGVYVCRA.... Result: 0 (no interaction). (5) The miRNA is mmu-miR-1198-3p with sequence AAGCUAGCCUCUAACUCAUGGC. The protein sequence of the target gene is MVGLGACTLTGVTLIFLLLPRSLESCGHIEISPPVVRLGDPVLASCTISPNCSKLDQQAKILWRLQDEPIQPGDRQHHLPDGTQESLITLPHLNYTQAFLFCLVPWEDSVQLLDQAELHAGYPPASPSNLSCLMHLTTNSLVCQWEPGPETHLPTSFILKSFRSRADCQYQGDTIPDCVAKKRQNNCSIPRKNLLLYQYMAIWVQAENMLGSSESPKLCLDPMDVVKLEPPMLQALDIGPDVVSHQPGCLWLSWKPWKPSEYMEQECELRYQPQLKGANWTLVFHLPSSKDQFELCGLHQ.... Result: 0 (no interaction).